This data is from Kinase inhibitor binding affinity data with 442 proteins and 68 drugs (Kd values). The task is: Regression. Given a target protein amino acid sequence and a drug SMILES string, predict the binding affinity score between them. We predict pKd (pKd = -log10(Kd in M); higher means stronger binding). Dataset: davis. (1) The drug is COc1cc2c(Oc3ccc4[nH]c(C)cc4c3F)ncnc2cc1OCCCN1CCCC1. The target protein (ICK) has sequence MNRYTTIRQLGDGTYGSVLLGRSIESGELIAIKKMKRKFYSWEECMNLREVKSLKKLNHANVVKLKEVIRENDHLYFIFEYMKENLYQLIKERNKLFPESAIRNIMYQILQGLAFIHKHGFFHRDLKPENLLCMGPELVKIADFGLAREIRSKPPYTDYVSTRWYRAPEVLLRSTNYSSPIDVWAVGCIMAEVYTLRPLFPGASEIDTIFKICQVLGTPKKTDWPEGYQLSSAMNFRWPQCVPNNLKTLIPNASSEAVQLLRDMLQWDPKKRPTASQALRYPYFQVGHPLGSTTQNLQDSEKPQKGILEKAGPPPYIKPVPPAQPPAKPHTRISSRQHQASQPPLHLTYPYKAEVSRTDHPSHLQEDKPSPLLFPSLHNKHPQSKITAGLEHKNGEIKPKSRRRWGLISRSTKDSDDWADLDDLDFSPSLSRIDLKNKKRQSDDTLCRFESVLDLKPSEPVGTGNSAPTQTSYQRRDTPTLRSAAKQHYLKHSRYLPGIS.... The pKd is 5.0. (2) The compound is COc1c(Cl)cc2c([nH]c3cnccc32)c1NC(=O)c1cccnc1C. The target protein (INSRR) has sequence MAVPSLWPWGACLPVIFLSLGFGLDTVEVCPSLDIRSEVAELRQLENCSVVEGHLQILLMFTATGEDFRGLSFPRLTQVTDYLLLFRVYGLESLRDLFPNLAVIRGTRLFLGYALVIFEMPHLRDVALPALGAVLRGAVRVEKNQELCHLSTIDWGLLQPAPGANHIVGNKLGEECADVCPGVLGAAGEPCAKTTFSGHTDYRCWTSSHCQRVCPCPHGMACTARGECCHTECLGGCSQPEDPRACVACRHLYFQGACLWACPPGTYQYESWRCVTAERCASLHSVPGRASTFGIHQGSCLAQCPSGFTRNSSSIFCHKCEGLCPKECKVGTKTIDSIQAAQDLVGCTHVEGSLILNLRQGYNLEPQLQHSLGLVETITGFLKIKHSFALVSLGFFKNLKLIRGDAMVDGNYTLYVLDNQNLQQLGSWVAAGLTIPVGKIYFAFNPRLCLEHIYRLEEVTGTRGRQNKAEINPRTNGDRAACQTRTLRFVSNVTEADRIL.... The pKd is 5.0. (3) The drug is CN(C)CC1CCn2cc(c3ccccc32)C2=C(C(=O)NC2=O)c2cn(c3ccccc23)CCO1. The target protein (CASK) has sequence MADDDVLFEDVYELCEVIGKGPFSVVRRCINRETGQQFAVKIVDVAKFTSSPGLSTEDLKREASICHMLKHPHIVELLETYSSDGMLYMVFEFMDGADLCFEIVKRADAGFVYSEAVASHYMRQILEALRYCHDNNIIHRDVKPHCVLLASKENSAPVKLGGFGVAIQLGESGLVAGGRVGTPHFMAPEVVKREPYGKPVDVWGCGVILFILLSGCLPFYGTKERLFEGIIKGKYKMNPRQWSHISESAKDLVRRMLMLDPAERITVYEALNHPWLKERDRYAYKIHLPETVEQLRKFNARRKLKGAVLAAVSSHKFNSFYGDPPEELPDFSEDPTSSGLLAAERAVSQVLDSLEEIHALTDCSEKDLDFLHSVFQDQHLHTLLDLYDKINTKSSPQIRNPPSDAVQRAKEVLEEISCYPENNDAKELKRILTQPHFMALLQTHDVVAHEVYSDEALRVTPPPTSPYLNGDSPESANGDMDMENVTRVRLVQFQKNTDEP.... The pKd is 5.0. (4) The small molecule is Cc1[nH]c(C=C2C(=O)Nc3ccc(F)cc32)c(C)c1C(=O)NCC(O)CN1CCOCC1. The target protein (AMPK-alpha2) has sequence MAEKQKHDGRVKIGHYVLGDTLGVGTFGKVKIGEHQLTGHKVAVKILNRQKIRSLDVVGKIKREIQNLKLFRHPHIIKLYQVISTPTDFFMVMEYVSGGELFDYICKHGRVEEMEARRLFQQILSAVDYCHRHMVVHRDLKPENVLLDAHMNAKIADFGLSNMMSDGEFLRTSCGSPNYAAPEVISGRLYAGPEVDIWSCGVILYALLCGTLPFDDEHVPTLFKKIRGGVFYIPEYLNRSVATLLMHMLQVDPLKRATIKDIREHEWFKQDLPSYLFPEDPSYDANVIDDEAVKEVCEKFECTESEVMNSLYSGDPQDQLAVAYHLIIDNRRIMNQASEFYLASSPPSGSFMDDSAMHIPPGLKPHPERMPPLIADSPKARCPLDALNTTKPKSLAVKKAKWHLGIRSQSKPYDIMAEVYRAMKQLDFEWKVVNAYHLRVRRKNPVTGNYVKMSLQLYLVDNRSYLLDFKSIDDEVVEQRSGSSTPQRSCSAAGLHRPRS.... The pKd is 6.5. (5) The compound is COc1cc2c(N3CCN(C(=O)Nc4ccc(OC(C)C)cc4)CC3)ncnc2cc1OCCCN1CCCCC1. The target protein (MUSK) has sequence MRELVNIPLVHILTLVAFSGTEKLPKAPVITTPLETVDALVEEVATFMCAVESYPQPEISWTRNKILIKLFDTRYSIRENGQLLTILSVEDSDDGIYCCTANNGVGGAVESCGALQVKMKPKITRPPINVKIIEGLKAVLPCTTMGNPKPSVSWIKGDSPLRENSRIAVLESGSLRIHNVQKEDAGQYRCVAKNSLGTAYSKVVKLEVEVFARILRAPESHNVTFGSFVTLHCTATGIPVPTITWIENGNAVSSGSIQESVKDRVIDSRLQLFITKPGLYTCIATNKHGEKFSTAKAAATISIAEWSKPQKDNKGYCAQYRGEVCNAVLAKDALVFLNTSYADPEEAQELLVHTAWNELKVVSPVCRPAAEALLCNHIFQECSPGVVPTPIPICREYCLAVKELFCAKEWLVMEEKTHRGLYRSEMHLLSVPECSKLPSMHWDPTACARLPHLDYNKENLKTFPPMTSSKPSVDIPNLPSSSSSSFSVSPTYSMTVIISI.... The pKd is 5.0. (6) The compound is Cc1ccc(-n2nc(C(C)(C)C)cc2NC(=O)Nc2ccc(OCCN3CCOCC3)c3ccccc23)cc1. The target protein (OSR1) has sequence MSEDSSALPWSINRDDYELQEVIGSGATAVVQAAYCAPKKEKVAIKRINLEKCQTSMDELLKEIQAMSQCHHPNIVSYYTSFVVKDELWLVMKLLSGGSVLDIIKHIVAKGEHKSGVLDESTIATILREVLEGLEYLHKNGQIHRDVKAGNILLGEDGSVQIADFGVSAFLATGGDITRNKVRKTFVGTPCWMAPEVMEQVRGYDFKADIWSFGITAIELATGAAPYHKYPPMKVLMLTLQNDPPSLETGVQDKEMLKKYGKSFRKMISLCLQKDPEKRPTAAELLRHKFFQKAKNKEFLQEKTLQRAPTISERAKKVRRVPGSSGRLHKTEDGGWEWSDDEFDEESEEGKAAISQLRSPRVKESISNSELFPTTDPVGTLLQVPEQISAHLPQPAGQIATQPTQVSLPPTAEPAKTAQALSSGSGSQETKIPISLVLRLRNSKKELNDIRFEFTPGRDTAEGVSQELISAGLVDGRDLVIVAANLQKIVEEPQSNRSVT.... The pKd is 5.0. (7) The small molecule is O=c1ncn2nc(Sc3ccc(F)cc3F)ccc2c1-c1c(Cl)cccc1Cl. The target protein is PFCDPK1(Pfalciparum). The pKd is 5.0. (8) The small molecule is Cc1ccc(F)c(NC(=O)Nc2ccc(-c3cccc4[nH]nc(N)c34)cc2)c1. The target protein (NEK5) has sequence MDKYDVIKAIGQGAFGKAYLAKGKSDSKHCVIKEINFEKMPIQEKEASKKEVILLEKMKHPNIVAFFNSFQENGRLFIVMEYCDGGDLMKRINRQRGVLFSEDQILGWFVQISLGLKHIHDRKILHRDIKAQNIFLSKNGMVAKLGDFGIARVLNNSMELARTCIGTPYYLSPEICQNKPYNNKTDIWSLGCVLYELCTLKHPFEGNNLQQLVLKICQAHFAPISPGFSRELHSLISQLFQVSPRDRPSINSILKRPFLENLIPKYLTPEVIQEEFSHMLICRAGAPASRHAGKVVQKCKIQKVRFQGKCPPRSRISVPIKRNAILHRNEWRPPAGAQKARSIKMIERPKIAAVCGHYDYYYAQLDMLRRRAHKPSYHPIPQENTGVEDYGQETRHGPSPSQWPAEYLQRKFEAQQYKLKVEKQLGLRPSSAEPNYNQRQELRSNGEEPRFQELPFRKNEMKEQEYWKQLEEIRQQYHNDMKEIRKKMGREPEENSKISH.... The pKd is 5.0.